Dataset: Catalyst prediction with 721,799 reactions and 888 catalyst types from USPTO. Task: Predict which catalyst facilitates the given reaction. (1) Reactant: CS([C:5]1[N:6]=[CH:7][C:8]2[CH2:14][N:13]([C:15]([O:17][C:18]([CH3:21])([CH3:20])[CH3:19])=[O:16])[CH2:12][CH2:11][C:9]=2[N:10]=1)(=O)=O.[CH:22]1([NH2:25])[CH2:24][CH2:23]1. Product: [CH:22]1([NH:25][C:5]2[N:6]=[CH:7][C:8]3[CH2:14][N:13]([C:15]([O:17][C:18]([CH3:21])([CH3:20])[CH3:19])=[O:16])[CH2:12][CH2:11][C:9]=3[N:10]=2)[CH2:24][CH2:23]1. The catalyst class is: 8. (2) Reactant: [NH2:1][C:2]1[N:3]=[CH:4][C:5]([C:17]2[CH:22]=[CH:21][C:20]([C:23]([N:25]3[CH2:30][CH2:29][N:28]([CH3:31])[CH2:27][CH2:26]3)=[O:24])=[CH:19][CH:18]=2)=[N:6][C:7]=1[C:8]1[O:9][C:10]2[CH:15]=[CH:14][N:13]=[CH:12][C:11]=2[N:16]=1.CO.[S:34](=[O:38])(=[O:37])([OH:36])[OH:35]. Product: [S:34]([OH:38])([OH:37])(=[O:36])=[O:35].[NH2:1][C:2]1[N:3]=[CH:4][C:5]([C:17]2[CH:18]=[CH:19][C:20]([C:23]([N:25]3[CH2:30][CH2:29][N:28]([CH3:31])[CH2:27][CH2:26]3)=[O:24])=[CH:21][CH:22]=2)=[N:6][C:7]=1[C:8]1[O:9][C:10]2[CH:15]=[CH:14][N:13]=[CH:12][C:11]=2[N:16]=1. The catalyst class is: 4.